Predict which catalyst facilitates the given reaction. From a dataset of Catalyst prediction with 721,799 reactions and 888 catalyst types from USPTO. Reactant: [C:1]([C:3]1[CH:4]=[C:5]([C:13]2[O:17][N:16]=[C:15]([C:18]3[CH:36]=[CH:35][C:21]4[CH2:22][CH2:23][N:24]([CH2:27][CH2:28][CH2:29][C:30]([O:32]CC)=[O:31])[CH2:25][CH2:26][C:20]=4[CH:19]=3)[N:14]=2)[CH:6]=[CH:7][C:8]=1[O:9][CH:10]([CH3:12])[CH3:11])#[N:2].[OH-].[Na+:38]. Product: [Na+:38].[C:1]([C:3]1[CH:4]=[C:5]([C:13]2[O:17][N:16]=[C:15]([C:18]3[CH:36]=[CH:35][C:21]4[CH2:22][CH2:23][N:24]([CH2:27][CH2:28][CH2:29][C:30]([O-:32])=[O:31])[CH2:25][CH2:26][C:20]=4[CH:19]=3)[N:14]=2)[CH:6]=[CH:7][C:8]=1[O:9][CH:10]([CH3:11])[CH3:12])#[N:2]. The catalyst class is: 8.